Dataset: Reaction yield outcomes from USPTO patents with 853,638 reactions. Task: Predict the reaction yield, written as a fraction of the theoretical maximum amount of product (1.0 means a 100% yield; for example, 0.34 means a 34% yield). (1) The reactants are [C:1]([O:5][C:6](=[O:18])[NH:7][C:8]1[CH:13]=[CH:12][C:11]([S:14]([CH3:17])(=[NH:16])=[O:15])=[CH:10][CH:9]=1)([CH3:4])([CH3:3])[CH3:2].[Br:19][C:20]1[CH:21]=[N:22][CH:23]=[C:24]([CH:28]=1)[C:25](O)=[O:26]. No catalyst specified. The product is [Br:19][C:20]1[CH:28]=[C:24]([C:25]([N:16]=[S:14]([C:11]2[CH:12]=[CH:13][C:8]([NH:7][C:6](=[O:18])[O:5][C:1]([CH3:4])([CH3:3])[CH3:2])=[CH:9][CH:10]=2)([CH3:17])=[O:15])=[O:26])[CH:23]=[N:22][CH:21]=1. The yield is 0.750. (2) The reactants are [F:1][C:2]1([F:27])[CH2:6][CH2:5][C@@H:4]([NH:7][C:8]2[N:13]=[C:12]([NH:14][C@@H:15]3[CH2:20][CH2:19][C@H:18]([C:21]([NH2:23])=[O:22])[CH2:17][CH2:16]3)[C:11]([N+:24]([O-])=O)=[CH:10][N:9]=2)[CH2:3]1. The catalyst is CO.[Pd]. The product is [NH2:24][C:11]1[C:12]([NH:14][C@@H:15]2[CH2:16][CH2:17][C@H:18]([C:21]([NH2:23])=[O:22])[CH2:19][CH2:20]2)=[N:13][C:8]([NH:7][C@@H:4]2[CH2:5][CH2:6][C:2]([F:27])([F:1])[CH2:3]2)=[N:9][CH:10]=1. The yield is 0.940. (3) The product is [Br:15][C:16]1[CH:22]=[CH:21][C:19]([NH:20][S:8]([C:5]2[CH:6]=[CH:7][C:2]([Cl:1])=[C:3]([N+:12]([O-:14])=[O:13])[CH:4]=2)(=[O:10])=[O:9])=[CH:18][CH:17]=1. The reactants are [Cl:1][C:2]1[CH:7]=[CH:6][C:5]([S:8](Cl)(=[O:10])=[O:9])=[CH:4][C:3]=1[N+:12]([O-:14])=[O:13].[Br:15][C:16]1[CH:22]=[CH:21][C:19]([NH2:20])=[CH:18][CH:17]=1.C([O-])(=O)C.[Na+]. The yield is 0.520. The catalyst is C(O)(=O)C. (4) The reactants are [Cl:1][C:2]1[CH:7]=[CH:6][CH:5]=[CH:4][C:3]=1[C:8]1[CH:9]=[N:10][C:11]2[N:12]([N:24]=[C:25](SC)[C:26]=2[C:27]([O:29][CH2:30][CH3:31])=[O:28])[C:13]=1[C:14]1[CH:19]=[CH:18][C:17]([C:20]([F:23])([F:22])[F:21])=[CH:16][CH:15]=1.Cl[C:35]1C=CC=C(C(OO)=O)C=1.[S:45]([O-:49])([O-])(=[O:47])=S.[Na+].[Na+]. The catalyst is C(Cl)Cl. The product is [Cl:1][C:2]1[CH:7]=[CH:6][CH:5]=[CH:4][C:3]=1[C:8]1[CH:9]=[N:10][C:11]2[N:12]([N:24]=[C:25]([S:45]([CH3:35])(=[O:49])=[O:47])[C:26]=2[C:27]([O:29][CH2:30][CH3:31])=[O:28])[C:13]=1[C:14]1[CH:15]=[CH:16][C:17]([C:20]([F:22])([F:21])[F:23])=[CH:18][CH:19]=1. The yield is 0.910. (5) The reactants are C[O:2][CH2:3][CH2:4][CH:5]([C:7]1[CH:15]=[CH:14][C:10]([C:11]([OH:13])=O)=[CH:9][CH:8]=1)[CH3:6].ON1C2C=CC=CC=2N=N1.C(N(CC)CC)C.[NH2:33][CH2:34][C:35]1[C:36]([OH:43])=[N:37][C:38]([CH3:42])=[CH:39][C:40]=1[CH3:41]. The catalyst is ClCCl. The product is [OH:43][C:36]1[C:35]([CH2:34][NH:33][C:11](=[O:13])[C:10]2[CH:9]=[CH:8][C:7]([CH:5]([CH2:4][CH2:3][OH:2])[CH3:6])=[CH:15][CH:14]=2)=[C:40]([CH3:41])[CH:39]=[C:38]([CH3:42])[N:37]=1. The yield is 0.170. (6) The reactants are C([N:20]1[CH:24]=[C:23]([C:25]2[CH:30]=[CH:29][C:28]([C@H:31]3[CH2:33][C@@H:32]3[C:34]([O:36][CH2:37][CH3:38])=[O:35])=[CH:27][CH:26]=2)[N:22]=[CH:21]1)(C1C=CC=CC=1)(C1C=CC=CC=1)C1C=CC=CC=1. The catalyst is CO.Cl. The product is [NH:20]1[CH:24]=[C:23]([C:25]2[CH:26]=[CH:27][C:28]([C@H:31]3[CH2:33][C@@H:32]3[C:34]([O:36][CH2:37][CH3:38])=[O:35])=[CH:29][CH:30]=2)[N:22]=[CH:21]1. The yield is 0.664. (7) The reactants are [CH3:1][O:2][C:3](=[O:16])[CH:4]=[CH:5][C:6]1[CH:11]=[CH:10][CH:9]=[C:8]([S:12](Cl)(=[O:14])=[O:13])[CH:7]=1.[NH2:17][CH2:18][C:19]1[CH:20]=[N:21][CH:22]=[CH:23][CH:24]=1.C([O-])(O)=O.[Na+]. The catalyst is O1CCOCC1.O. The product is [CH3:1][O:2][C:3](=[O:16])[CH:4]=[CH:5][C:6]1[CH:11]=[CH:10][CH:9]=[C:8]([S:12](=[O:14])(=[O:13])[NH:17][CH2:18][C:19]2[CH:20]=[N:21][CH:22]=[CH:23][CH:24]=2)[CH:7]=1. The yield is 0.710.